This data is from Forward reaction prediction with 1.9M reactions from USPTO patents (1976-2016). The task is: Predict the product of the given reaction. Given the reactants [Br:1][C:2]1[CH:7]=[CH:6][C:5]([N:8]=[C:9]=[S:10])=[CH:4][CH:3]=1.[CH3:11][O:12][C:13](=[O:35])[CH2:14][CH2:15][C:16]1[CH:34]=[CH:33][C:19]([C:20]([NH:22][CH2:23][C@@H:24]([C:26]([O:28][C:29]([CH3:32])([CH3:31])[CH3:30])=[O:27])[NH2:25])=[O:21])=[CH:18][CH:17]=1, predict the reaction product. The product is: [Br:1][C:2]1[CH:7]=[CH:6][C:5]([NH:8][C:9](=[S:10])[NH:25][C@H:24]([C:26]([O:28][C:29]([CH3:32])([CH3:31])[CH3:30])=[O:27])[CH2:23][NH:22][C:20](=[O:21])[C:19]2[CH:18]=[CH:17][C:16]([CH2:15][CH2:14][C:13]([O:12][CH3:11])=[O:35])=[CH:34][CH:33]=2)=[CH:4][CH:3]=1.